This data is from Catalyst prediction with 721,799 reactions and 888 catalyst types from USPTO. The task is: Predict which catalyst facilitates the given reaction. (1) Reactant: [Cl:1][C:2]1[CH:7]=[C:6]([N+:8]([O-:10])=[O:9])[CH:5]=[CH:4][C:3]=1[OH:11].Br[CH2:13][CH:14]([O:18][CH2:19][CH3:20])[O:15][CH2:16][CH3:17].C(=O)([O-])[O-].[K+].[K+]. Product: [Cl:1][C:2]1[CH:7]=[C:6]([N+:8]([O-:10])=[O:9])[CH:5]=[CH:4][C:3]=1[O:11][CH2:13][CH:14]([O:18][CH2:19][CH3:20])[O:15][CH2:16][CH3:17]. The catalyst class is: 18. (2) Reactant: [OH:1][C@H:2]1[CH2:6][N:5]([C:7]([O:9][CH2:10][C:11]2[CH:16]=[CH:15][CH:14]=[CH:13][CH:12]=2)=[O:8])[CH2:4][C:3]1([CH3:18])[CH3:17].C[N+]1([O-])CCOCC1. Product: [CH3:17][C:3]1([CH3:18])[C:2](=[O:1])[CH2:6][N:5]([C:7]([O:9][CH2:10][C:11]2[CH:16]=[CH:15][CH:14]=[CH:13][CH:12]=2)=[O:8])[CH2:4]1. The catalyst class is: 23. (3) Reactant: [CH2:1]([O:3][C:4]1[CH:5]=[C:6]([C:16](=[O:19])[CH2:17][CH3:18])[CH:7]=[C:8]([S:10]([F:15])([F:14])([F:13])([F:12])[F:11])[CH:9]=1)[CH3:2].[Br-:20].[Br-].[Br-].C1([N+](C)(C)C)C=CC=CC=1.C1([N+](C)(C)C)C=CC=CC=1.C1([N+](C)(C)C)C=CC=CC=1.O.C(=O)([O-])O.[Na+]. Product: [Br:20][CH:17]([CH3:18])[C:16]([C:6]1[CH:7]=[C:8]([S:10]([F:11])([F:12])([F:13])([F:15])[F:14])[CH:9]=[C:4]([O:3][CH2:1][CH3:2])[CH:5]=1)=[O:19]. The catalyst class is: 721. (4) Reactant: [Br:1][C:2]1[CH:3]=[C:4](B(O)O)[CH:5]=[CH:6][CH:7]=1.[OH:11][N:12]1[C:20](=[O:21])[C:19]2[C:14](=[CH:15][CH:16]=[CH:17][CH:18]=2)[C:13]1=[O:22].N1C=CC=CC=1. Product: [Br:1][C:2]1[CH:3]=[C:4]([CH:5]=[CH:6][CH:7]=1)[O:11][N:12]1[C:20](=[O:21])[C:19]2[C:14](=[CH:15][CH:16]=[CH:17][CH:18]=2)[C:13]1=[O:22]. The catalyst class is: 26.